Dataset: Forward reaction prediction with 1.9M reactions from USPTO patents (1976-2016). Task: Predict the product of the given reaction. Given the reactants C([O:5][C:6](=[O:45])[CH2:7][CH2:8][CH2:9][CH2:10][O:11][C:12]1[CH:17]=[CH:16][CH:15]=[C:14]([CH2:18][C@H:19]([NH:32][C:33](=[O:44])[C@@H:34]([NH:36]C(OC(C)(C)C)=O)[CH3:35])[C@@H:20]([OH:31])[CH2:21][C@H:22]([C:24](=[O:30])[NH:25][CH2:26][CH2:27][CH2:28][CH3:29])[CH3:23])[CH:13]=1)(C)(C)C.O.[F:47][C:48]([F:53])([F:52])[C:49]([OH:51])=[O:50], predict the reaction product. The product is: [F:47][C:48]([F:53])([F:52])[C:49]([O-:51])=[O:50].[CH2:26]([NH:25][C:24]([C@H:22]([CH3:23])[CH2:21][C@H:20]([OH:31])[C@@H:19]([NH:32][C:33]([C@@H:34]([NH3+:36])[CH3:35])=[O:44])[CH2:18][C:14]1[CH:15]=[CH:16][CH:17]=[C:12]([O:11][CH2:10][CH2:9][CH2:8][CH2:7][C:6]([OH:45])=[O:5])[CH:13]=1)=[O:30])[CH2:27][CH2:28][CH3:29].